From a dataset of CYP2C19 inhibition data for predicting drug metabolism from PubChem BioAssay. Regression/Classification. Given a drug SMILES string, predict its absorption, distribution, metabolism, or excretion properties. Task type varies by dataset: regression for continuous measurements (e.g., permeability, clearance, half-life) or binary classification for categorical outcomes (e.g., BBB penetration, CYP inhibition). Dataset: cyp2c19_veith. (1) The compound is CCC(C)(C)C(=O)O[C@@H]1C[C@H](C)C=C2C=C[C@H](C)[C@@H](CC[C@H]3C[C@@H](O)CC(=O)O3)[C@H]21. The result is 0 (non-inhibitor). (2) The compound is Cc1oc2ccc(NS(=O)(=O)c3ccc(C(C)(C)C)cc3)cc2c1C(=O)Nc1ccccc1. The result is 1 (inhibitor). (3) The compound is COc1ccccc1NC(=O)Cc1csc(NC(=S)Nc2ccc(C)cc2)n1. The result is 1 (inhibitor). (4) The molecule is OC(c1ccccc1)(c1ccccc1)C1CCNCC1. The result is 0 (non-inhibitor). (5) The compound is CC1CCN(C(=O)CN(C)S(=O)(=O)c2cccc3nsnc23)CC1. The result is 1 (inhibitor).